Task: Predict the reaction yield, written as a fraction of the theoretical maximum amount of product (1.0 means a 100% yield; for example, 0.34 means a 34% yield).. Dataset: Reaction yield outcomes from USPTO patents with 853,638 reactions (1) The reactants are [CH2:1]=O.Cl.[CH3:4][NH:5][CH3:6].[NH:7]1[C:11]2=[N:12][CH:13]=[C:14](/[CH:16]=[CH:17]/[C:18]([O:20][C:21]([CH3:24])([CH3:23])[CH3:22])=[O:19])[CH:15]=[C:10]2[CH:9]=[CH:8]1. The catalyst is C(O)(C)C. The product is [CH3:4][N:5]([CH2:1][C:9]1[C:10]2[C:11](=[N:12][CH:13]=[C:14](/[CH:16]=[CH:17]/[C:18]([O:20][C:21]([CH3:24])([CH3:23])[CH3:22])=[O:19])[CH:15]=2)[NH:7][CH:8]=1)[CH3:6]. The yield is 0.460. (2) The reactants are [OH:1][C:2]1[C:3]([C:11]([OH:13])=[O:12])=[N:4][C:5](Br)=[CH:6][C:7]=1[O:8][CH3:9].OS(O)(=O)=O. The catalyst is [OH-].[Na+]. The product is [OH:1][C:2]1[C:3]([C:11]([OH:13])=[O:12])=[N:4][CH:5]=[CH:6][C:7]=1[O:8][CH3:9]. The yield is 0.700. (3) The reactants are [F:1][C:2]1[CH:11]=[CH:10][C:9]([NH2:12])=[C:8]2[C:3]=1[CH2:4][CH2:5][CH2:6][NH:7]2.FC1C=CC(N)=C2C=1C=CC=N2.[C:25]([O:29][C:30]([NH:32][C@@H:33]([CH3:37])[C:34](O)=[O:35])=[O:31])([CH3:28])([CH3:27])[CH3:26].C1C=NC2N(O)N=NC=2C=1.CCN=C=NCCCN(C)C.Cl. The catalyst is C(Cl)Cl. The product is [C:25]([O:29][C:30](=[O:31])[NH:32][C@H:33]([C:34](=[O:35])[NH:12][C:9]1[CH:10]=[CH:11][C:2]([F:1])=[C:3]2[C:8]=1[NH:7][CH2:6][CH2:5][CH2:4]2)[CH3:37])([CH3:26])([CH3:27])[CH3:28]. The yield is 0.730. (4) The reactants are [F:1][C:2]1[CH:34]=[CH:33][C:5]([CH2:6][N:7]2[C:16](=[O:17])[C:15]([C:18]3[NH:23][C:22]4[CH:24]=[CH:25][C:26](I)=[CH:27][C:21]=4[S:20](=[O:30])(=[O:29])[N:19]=3)=[C:14]([OH:31])[C@H:13]3[C@@H:8]2[C@H:9]2[CH2:32][C@@H:12]3[CH2:11][CH2:10]2)=[CH:4][CH:3]=1.[CH:35]1([S:38]([NH2:41])(=[O:40])=[O:39])[CH2:37][CH2:36]1.N(CC(O)=O)C.P([O-])([O-])([O-])=O.[K+].[K+].[K+]. The catalyst is CN(C)C=O.[Cu]I. The product is [F:1][C:2]1[CH:34]=[CH:33][C:5]([CH2:6][N:7]2[C:16](=[O:17])[C:15]([C:18]3[NH:23][C:22]4[CH:24]=[CH:25][C:26]([NH:41][S:38]([CH:35]5[CH2:37][CH2:36]5)(=[O:40])=[O:39])=[CH:27][C:21]=4[S:20](=[O:30])(=[O:29])[N:19]=3)=[C:14]([OH:31])[C@H:13]3[C@@H:8]2[C@H:9]2[CH2:32][C@@H:12]3[CH2:11][CH2:10]2)=[CH:4][CH:3]=1. The yield is 0.960. (5) The reactants are [CH3:1][O:2][C:3](=[O:32])[C:4]1[CH:9]=[C:8](N)[CH:7]=[C:6]([N:11]2[C:15]([CH3:16])=[CH:14][CH:13]=[C:12]2[C:17]2[CH:22]=[C:21]([Br:23])[CH:20]=[CH:19][C:18]=2[O:24][CH2:25][C:26]2[CH:31]=[CH:30][CH:29]=[CH:28][CH:27]=2)[CH:5]=1.C(=O)([O-])[O-].[K+].[K+].C(I)C.C[N:43]1C(=O)C[CH2:45][CH2:44]1. The catalyst is CCOCC. The product is [CH3:1][O:2][C:3](=[O:32])[C:4]1[CH:9]=[CH:8][CH:7]=[C:6]([N:11]2[C:15]([CH3:16])=[CH:14][CH:13]=[C:12]2[C:17]2[CH:22]=[C:21]([Br:23])[CH:20]=[CH:19][C:18]=2[O:24][CH2:25][C:26]2[CH:27]=[CH:28][CH:29]=[CH:30][CH:31]=2)[C:5]=1[NH:43][CH2:44][CH3:45]. The yield is 0.140. (6) The reactants are [C:1]([NH:4][C:5]([NH2:7])=[S:6])(=[NH:3])[NH2:2].Br[CH2:9][C:10]([C:12]1[CH:17]=[CH:16][CH:15]=[CH:14][CH:13]=1)=O. The catalyst is CC(C)=O. The product is [C:12]1([C:10]2[N:7]=[C:5]([NH:4][C:1]([NH2:2])=[NH:3])[S:6][CH:9]=2)[CH:17]=[CH:16][CH:15]=[CH:14][CH:13]=1. The yield is 0.870. (7) The reactants are CC1(C)OB([C:7]2[CH:12]=[CH:11][C:10]([C:13]([N:15]3[CH2:20][CH2:19][N:18]([C:21]([O:23][CH2:24][C:25]4[CH:30]=[CH:29][CH:28]=[CH:27][CH:26]=4)=[O:22])[CH2:17][CH2:16]3)=[O:14])=[CH:9][CH:8]=2)OC1(C)C.Br[C:35]1[CH:36]=[C:37]([C:41]2[CH:45]=[C:44]([NH:46][C:47](=[O:53])[O:48][C:49]([CH3:52])([CH3:51])[CH3:50])[NH:43][N:42]=2)[CH:38]=[CH:39][CH:40]=1.C(=O)([O-])[O-].[Na+].[Na+]. The catalyst is O1CCOCC1.O.C1C=CC(P(C2C=CC=CC=2)[C-]2C=CC=C2)=CC=1.C1C=CC(P(C2C=CC=CC=2)[C-]2C=CC=C2)=CC=1.Cl[Pd]Cl.[Fe+2]. The product is [C:49]([O:48][C:47]([NH:46][C:44]1[NH:43][N:42]=[C:41]([C:37]2[CH:36]=[C:35]([C:7]3[CH:8]=[CH:9][C:10]([C:13]([N:15]4[CH2:20][CH2:19][N:18]([C:21]([O:23][CH2:24][C:25]5[CH:30]=[CH:29][CH:28]=[CH:27][CH:26]=5)=[O:22])[CH2:17][CH2:16]4)=[O:14])=[CH:11][CH:12]=3)[CH:40]=[CH:39][CH:38]=2)[CH:45]=1)=[O:53])([CH3:52])([CH3:51])[CH3:50]. The yield is 0.330.